From a dataset of Full USPTO retrosynthesis dataset with 1.9M reactions from patents (1976-2016). Predict the reactants needed to synthesize the given product. (1) Given the product [CH3:1][C@H:2]1[C@@H:3]([CH3:8])[CH2:4][CH2:5][C:6](=[O:10])[CH2:7]1, predict the reactants needed to synthesize it. The reactants are: [CH3:1][C@@H:2]1[CH2:7][CH2:6][CH2:5][CH2:4][C@@H:3]1[CH3:8].[N+](C1C=CC=CC=1)([O-])=[O:10]. (2) Given the product [Cl:16][C:17]1[CH:22]=[C:21]([Cl:23])[CH:20]=[CH:19][C:18]=1[C:12]1[N:7]2[N:6]=[CH:5][C:4]([N:3]([CH2:14][CH3:15])[CH2:1][CH3:2])=[C:8]2[CH:9]=[CH:10][CH:11]=1, predict the reactants needed to synthesize it. The reactants are: [CH2:1]([N:3]([CH2:14][CH3:15])[C:4]1[CH:5]=[N:6][N:7]2[C:12](I)=[CH:11][CH:10]=[CH:9][C:8]=12)[CH3:2].[Cl:16][C:17]1[CH:22]=[C:21]([Cl:23])[CH:20]=[CH:19][C:18]=1B(O)O.C([O-])([O-])=O.[Na+].[Na+]. (3) Given the product [CH3:42][N:43]([CH3:47])[C:44]([N:25]1[CH2:26][CH2:27][CH:22]([C:19]2[CH:18]=[CH:17][C:16]([NH:15][C:8]3[CH:7]=[C:6]([NH:5][CH2:4][C:3]4[CH:28]=[CH:29][CH:30]=[CH:31][C:2]=4[F:1])[C:11]([C:12]([NH2:14])=[O:13])=[CH:10][N:9]=3)=[CH:21][CH:20]=2)[CH2:23][CH2:24]1)=[O:45].[ClH:46], predict the reactants needed to synthesize it. The reactants are: [F:1][C:2]1[CH:31]=[CH:30][CH:29]=[CH:28][C:3]=1[CH2:4][NH:5][C:6]1[C:11]([C:12]([NH2:14])=[O:13])=[CH:10][N:9]=[C:8]([NH:15][C:16]2[CH:21]=[CH:20][C:19]([CH:22]3[CH2:27][CH2:26][NH:25][CH2:24][CH2:23]3)=[CH:18][CH:17]=2)[CH:7]=1.Cl.CCN(C(C)C)C(C)C.[CH3:42][N:43]([CH3:47])[C:44]([Cl:46])=[O:45]. (4) Given the product [CH3:1][N:2]1[CH:6]=[C:5]([NH:7][C:8]([NH:10][C:11]2[CH:12]=[CH:13][C:14]([O:17][C:18]([F:20])([F:21])[F:19])=[CH:15][CH:16]=2)=[O:9])[CH:4]=[C:3]1[C:22]([OH:24])=[O:23], predict the reactants needed to synthesize it. The reactants are: [CH3:1][N:2]1[CH:6]=[C:5]([NH:7][C:8]([NH:10][C:11]2[CH:16]=[CH:15][C:14]([O:17][C:18]([F:21])([F:20])[F:19])=[CH:13][CH:12]=2)=[O:9])[CH:4]=[C:3]1[C:22]([O:24]CC)=[O:23].[OH-].[Li+]. (5) The reactants are: [CH2:1]([O:4][C:5]([NH:7][C:8]1[CH:13]=[CH:12][C:11]([C:14]2[O:15][C:16]3[C:24]([F:25])=[C:23]([CH2:26][O:27][C:28]([O:30][CH2:31][CH:32]=[CH2:33])=[O:29])[C:22]([F:34])=[C:21]([NH:35][C:36](=[O:39])[CH2:37]Cl)[C:17]=3[C:18](=[O:20])[CH:19]=2)=[CH:10][C:9]=1[F:40])=[O:6])[CH:2]=[CH2:3].Cl.[CH3:42][NH:43][CH3:44].C(N(C(C)C)CC)(C)C.O. Given the product [CH2:1]([O:4][C:5]([NH:7][C:8]1[CH:13]=[CH:12][C:11]([C:14]2[O:15][C:16]3[C:24]([F:25])=[C:23]([CH2:26][O:27][C:28]([O:30][CH2:31][CH:32]=[CH2:33])=[O:29])[C:22]([F:34])=[C:21]([NH:35][C:36](=[O:39])[CH2:37][N:43]([CH3:44])[CH3:42])[C:17]=3[C:18](=[O:20])[CH:19]=2)=[CH:10][C:9]=1[F:40])=[O:6])[CH:2]=[CH2:3], predict the reactants needed to synthesize it. (6) Given the product [C:1]([O:5][C:6]([N:8]1[CH2:13][CH2:12][N:11]([C:14]2[N:22]([C:23]3[CH:28]=[CH:27][CH:26]=[CH:25][C:24]=3[CH2:29][OH:30])[C:21]3[C:20](=[O:31])[N:19]([CH3:32])[C:18](=[O:33])[N:17]([CH3:34])[C:16]=3[N:15]=2)[CH2:10][CH2:9]1)=[O:7])([CH3:4])([CH3:3])[CH3:2], predict the reactants needed to synthesize it. The reactants are: [C:1]([O:5][C:6]([N:8]1[CH2:13][CH2:12][N:11]([C:14]2[N:22]([C:23]3[CH:28]=[CH:27][CH:26]=[CH:25][C:24]=3[CH:29]=[O:30])[C:21]3[C:20](=[O:31])[N:19]([CH3:32])[C:18](=[O:33])[N:17]([CH3:34])[C:16]=3[N:15]=2)[CH2:10][CH2:9]1)=[O:7])([CH3:4])([CH3:3])[CH3:2].[BH4-].[Na+].